The task is: Predict the reactants needed to synthesize the given product.. This data is from Full USPTO retrosynthesis dataset with 1.9M reactions from patents (1976-2016). (1) Given the product [C:10]([C:2]1[CH:9]=[CH:8][C:5]([CH:6]=[O:7])=[CH:4][CH:3]=1)#[C:11][CH2:12][CH2:13][CH2:14][CH2:15][CH2:16][CH2:17][CH2:18][CH3:19], predict the reactants needed to synthesize it. The reactants are: Br[C:2]1[CH:9]=[CH:8][C:5]([CH:6]=[O:7])=[CH:4][CH:3]=1.[CH:10]#[C:11][CH2:12][CH2:13][CH2:14][CH2:15][CH2:16][CH2:17][CH2:18][CH3:19].CCN(CC)CC. (2) Given the product [C:14]1([C:3]2[C:4]([CH3:13])=[N:5][N:6]([C:7]3[CH:12]=[CH:11][CH:10]=[CH:9][CH:8]=3)[C:2]=2[NH2:1])[CH2:19][CH2:18][CH2:17][CH2:16][CH:15]=1, predict the reactants needed to synthesize it. The reactants are: [NH2:1][C:2]1[N:6]([C:7]2[CH:12]=[CH:11][CH:10]=[CH:9][CH:8]=2)[N:5]=[C:4]([CH3:13])[CH:3]=1.[C:14]1(=O)[CH2:19][CH2:18][CH2:17][CH2:16][CH2:15]1. (3) Given the product [ClH:39].[C:21]([C:20]1[N:19]=[C:18]([C:24]([F:27])([F:26])[F:25])[N:15]2[CH2:16][CH2:17][N:12]([C:10](=[O:11])[CH2:9][C@H:8]([NH2:7])[CH2:28][C:29]3[CH:34]=[C:33]([F:35])[C:32]([F:36])=[CH:31][C:30]=3[F:37])[CH2:13][C:14]=12)(=[O:23])[CH3:22], predict the reactants needed to synthesize it. The reactants are: C(OC(=O)[NH:7][C@H:8]([CH2:28][C:29]1[CH:34]=[C:33]([F:35])[C:32]([F:36])=[CH:31][C:30]=1[F:37])[CH2:9][C:10]([N:12]1[CH2:17][CH2:16][N:15]2[C:18]([C:24]([F:27])([F:26])[F:25])=[N:19][C:20]([C:21](=[O:23])[CH3:22])=[C:14]2[CH2:13]1)=[O:11])(C)(C)C.[ClH:39]. (4) Given the product [N:9]1([C:2]2[C:7]([OH:8])=[CH:6][CH:5]=[CH:4][N:3]=2)[CH2:13][CH2:12][CH2:11][CH2:10]1, predict the reactants needed to synthesize it. The reactants are: Br[C:2]1[C:7]([OH:8])=[CH:6][CH:5]=[CH:4][N:3]=1.[NH:9]1[CH2:13][CH2:12][CH2:11][CH2:10]1.Cl. (5) The reactants are: [C:1]([OH:22])(=O)[CH2:2][CH2:3][CH2:4]/[CH:5]=[CH:6]\[CH2:7]/[CH:8]=[CH:9]\[CH2:10]/[CH:11]=[CH:12]\[CH2:13]/[CH:14]=[CH:15]\[CH2:16]/[CH:17]=[CH:18]\[CH2:19][CH3:20].[CH3:23][O:24][CH2:25][CH2:26][O:27][CH2:28][CH2:29][O:30][CH2:31][CH2:32][NH2:33].C(Cl)CCl. Given the product [CH3:23][O:24][CH2:25][CH2:26][O:27][CH2:28][CH2:29][O:30][CH2:31][CH2:32][NH:33][C:1](=[O:22])[CH2:2][CH2:3][CH2:4]/[CH:5]=[CH:6]\[CH2:7]/[CH:8]=[CH:9]\[CH2:10]/[CH:11]=[CH:12]\[CH2:13]/[CH:14]=[CH:15]\[CH2:16]/[CH:17]=[CH:18]\[CH2:19][CH3:20], predict the reactants needed to synthesize it. (6) Given the product [CH2:1]([CH:4]1[CH2:5][CH2:6][CH:7]([CH:10]2[CH2:11][O:12][CH:13]([C:16]3[CH:17]=[CH:18][C:19](/[CH:22]=[CH:23]/[C:24]([O:26][CH2:49][CH:43]4[CH2:44][CH:45]5[CH2:48][CH:42]4[CH:47]=[CH:46]5)=[O:25])=[CH:20][CH:21]=3)[O:14][CH2:15]2)[CH2:8][CH2:9]1)[CH2:2][CH3:3], predict the reactants needed to synthesize it. The reactants are: [CH2:1]([CH:4]1[CH2:9][CH2:8][CH:7]([CH:10]2[CH2:15][O:14][CH:13]([C:16]3[CH:21]=[CH:20][C:19](/[CH:22]=[CH:23]/[C:24]([OH:26])=[O:25])=[CH:18][CH:17]=3)[O:12][CH2:11]2)[CH2:6][CH2:5]1)[CH2:2][CH3:3].Cl.CN(C)CCCN=C=NCC.C(Cl)Cl.[CH:42]12[CH2:48][CH:45]([CH:46]=[CH:47]1)[CH2:44][CH:43]2[CH2:49]O. (7) Given the product [CH:3]12[CH2:9][CH:7]3[CH2:6][CH:5]([CH2:10][CH:1]([CH2:8]3)[CH:2]1[CH2:11][O:12][CH2:13][CH2:14][CH2:15][CH2:16][CH2:17][CH2:18][CH2:19][C:20]1[CH:21]=[CH:22][C:23]([NH:24][C:32]([C:29]3([C:27]#[N:28])[CH2:31][CH2:30]3)=[O:33])=[CH:25][CH:26]=1)[CH2:4]2, predict the reactants needed to synthesize it. The reactants are: [CH:1]12[CH2:10][CH:5]3[CH2:6][CH:7]([CH2:9][CH:3]([CH2:4]3)[CH:2]1[CH2:11][O:12][CH2:13][CH2:14][CH2:15][CH2:16][CH2:17][CH2:18][CH2:19][C:20]1[CH:26]=[CH:25][C:23]([NH2:24])=[CH:22][CH:21]=1)[CH2:8]2.[C:27]([C:29]1([C:32](O)=[O:33])[CH2:31][CH2:30]1)#[N:28]. (8) Given the product [CH2:31]([N:33]([CH3:34])[C:28]([C:17]1[CH:16]=[C:15]([C:12]2[CH:11]=[CH:10][C:9]([O:8][CH2:1][C:2]3[CH:7]=[CH:6][CH:5]=[CH:4][CH:3]=3)=[CH:14][N:13]=2)[N:19]([C:20]2[CH:21]=[N:22][C:23]([O:26][CH3:27])=[CH:24][CH:25]=2)[N:18]=1)=[O:29])[CH3:32], predict the reactants needed to synthesize it. The reactants are: [CH2:1]([O:8][C:9]1[CH:10]=[CH:11][C:12]([C:15]2[N:19]([C:20]3[CH:21]=[N:22][C:23]([O:26][CH3:27])=[CH:24][CH:25]=3)[N:18]=[C:17]([C:28](O)=[O:29])[CH:16]=2)=[N:13][CH:14]=1)[C:2]1[CH:7]=[CH:6][CH:5]=[CH:4][CH:3]=1.[CH2:31]([NH:33][CH3:34])[CH3:32]. (9) Given the product [F:1][C:2]1[CH:10]=[C:9]2[C:5]([C:6]([CH2:11][C:18]([CH3:24])([N+:15]([O-:17])=[O:16])[C:19]([O:21][CH2:22][CH3:23])=[O:20])=[CH:7][NH:8]2)=[CH:4][CH:3]=1, predict the reactants needed to synthesize it. The reactants are: [F:1][C:2]1[CH:10]=[C:9]2[C:5]([C:6]([CH2:11]N(C)C)=[CH:7][NH:8]2)=[CH:4][CH:3]=1.[N+:15]([CH:18]([CH3:24])[C:19]([O:21][CH2:22][CH3:23])=[O:20])([O-:17])=[O:16].